Predict which catalyst facilitates the given reaction. From a dataset of Catalyst prediction with 721,799 reactions and 888 catalyst types from USPTO. (1) Reactant: [Cl:1][C:2]1[N:10]=[C:9]2[C:5]([N:6]=[CH:7][N:8]2[CH:11]2[CH2:15][CH2:14][CH2:13][CH2:12]2)=[C:4](Cl)[N:3]=1.[CH2:17]([N:19]([CH2:23][CH3:24])[CH2:20][CH2:21][NH2:22])[CH3:18]. Product: [Cl:1][C:2]1[N:10]=[C:9]2[C:5]([N:6]=[CH:7][N:8]2[CH:11]2[CH2:15][CH2:14][CH2:13][CH2:12]2)=[C:4]([NH:22][CH2:21][CH2:20][N:19]([CH2:23][CH3:24])[CH2:17][CH3:18])[N:3]=1. The catalyst class is: 66. (2) Reactant: [OH-].[Li+].[CH:3]1([C@H:9]([NH:14][C:15]([C:17]2[CH:22]=[CH:21][C:20]([C:23]3[CH:28]=[CH:27][N:26]=[CH:25][CH:24]=3)=[CH:19][C:18]=2[NH:29][C:30]([NH:32][C:33]2[C:38]([CH3:39])=[CH:37][CH:36]=[CH:35][C:34]=2[CH3:40])=[O:31])=[O:16])[C:10]([O:12]C)=[O:11])[CH2:8][CH2:7][CH2:6][CH2:5][CH2:4]1.CO.O. Product: [CH:3]1([C@H:9]([NH:14][C:15]([C:17]2[CH:22]=[CH:21][C:20]([C:23]3[CH:24]=[CH:25][N:26]=[CH:27][CH:28]=3)=[CH:19][C:18]=2[NH:29][C:30]([NH:32][C:33]2[C:34]([CH3:40])=[CH:35][CH:36]=[CH:37][C:38]=2[CH3:39])=[O:31])=[O:16])[C:10]([OH:12])=[O:11])[CH2:4][CH2:5][CH2:6][CH2:7][CH2:8]1. The catalyst class is: 1.